Dataset: Forward reaction prediction with 1.9M reactions from USPTO patents (1976-2016). Task: Predict the product of the given reaction. (1) The product is: [OH:23][NH:22][C:11](=[NH:12])[CH2:10][O:9][C:8]1[CH:7]=[CH:6][C:5]([S:2]([CH3:1])(=[O:3])=[O:4])=[CH:14][CH:13]=1. Given the reactants [CH3:1][S:2]([C:5]1[CH:14]=[CH:13][C:8]([O:9][CH2:10][C:11]#[N:12])=[CH:7][CH:6]=1)(=[O:4])=[O:3].C([O-])([O-])=O.[K+].[K+].Cl.[NH2:22][OH:23], predict the reaction product. (2) Given the reactants [NH2:1][C:2]1[C:10]([N+:11]([O-:13])=[O:12])=[CH:9][C:5]([C:6]([OH:8])=[O:7])=[C:4]([O:14][CH3:15])[CH:3]=1.S(=O)(=O)(O)O.[CH2:21](O)[CH3:22], predict the reaction product. The product is: [NH2:1][C:2]1[C:10]([N+:11]([O-:13])=[O:12])=[CH:9][C:5]([C:6]([O:8][CH2:21][CH3:22])=[O:7])=[C:4]([O:14][CH3:15])[CH:3]=1. (3) Given the reactants Cl.[NH2:2][C:3]1[CH:11]=[CH:10][C:9]([O:12][CH2:13][CH2:14][OH:15])=[CH:8][C:4]=1[C:5]([OH:7])=[O:6].[CH3:16][Si](C=[N+]=[N-])(C)C, predict the reaction product. The product is: [NH2:2][C:3]1[CH:11]=[CH:10][C:9]([O:12][CH2:13][CH2:14][OH:15])=[CH:8][C:4]=1[C:5]([O:7][CH3:16])=[O:6]. (4) The product is: [CH3:4][C:5]1[C:9]([C:10]2[C:19]3[O:18][CH2:17][C@H:16]([C:20]4[CH:25]=[CH:24][CH:23]=[CH:22][N:21]=4)[N:15]4[C:26]([N:28]5[CH2:33][CH2:32][N:31]([CH2:42][C:43]([N:45]([CH3:47])[CH3:46])=[O:44])[CH2:30][CH2:29]5)=[N:27][C:13]([C:14]=34)=[CH:12][CH:11]=2)=[C:8]([CH3:34])[O:7][N:6]=1. Given the reactants Cl.Cl.Cl.[CH3:4][C:5]1[C:9]([C:10]2[C:19]3[O:18][CH2:17][C@H:16]([C:20]4[CH:25]=[CH:24][CH:23]=[CH:22][N:21]=4)[N:15]4[C:26]([N:28]5[CH2:33][CH2:32][NH:31][CH2:30][CH2:29]5)=[N:27][C:13]([C:14]=34)=[CH:12][CH:11]=2)=[C:8]([CH3:34])[O:7][N:6]=1.C(=O)([O-])[O-].[K+].[K+].Cl[CH2:42][C:43]([N:45]([CH3:47])[CH3:46])=[O:44], predict the reaction product. (5) Given the reactants [NH2:1][CH2:2][CH2:3][OH:4].COC[O:8][C:9]1[CH:14]=[CH:13][C:12]([C:15]2[CH:20]=[CH:19][C:18]([O:21]COC)=[CH:17][CH:16]=2)=[CH:11][C:10]=1[C:25]1[CH:30]=[C:29](Cl)[N:28]=[C:27]([NH2:32])[N:26]=1, predict the reaction product. The product is: [NH2:32][C:27]1[N:26]=[C:25]([C:10]2[CH:11]=[C:12]([C:15]3[CH:20]=[CH:19][C:18]([OH:21])=[CH:17][CH:16]=3)[CH:13]=[CH:14][C:9]=2[OH:8])[CH:30]=[C:29]([NH:1][CH2:2][CH2:3][OH:4])[N:28]=1.